From a dataset of Full USPTO retrosynthesis dataset with 1.9M reactions from patents (1976-2016). Predict the reactants needed to synthesize the given product. Given the product [CH3:7][C:5]1[S:6][C:2]([C:18]2[CH:19]=[CH:20][C:15]([C:14]([F:25])([F:24])[F:13])=[CH:16][CH:17]=2)=[CH:3][C:4]=1[CH:8]=[O:12], predict the reactants needed to synthesize it. The reactants are: Br[C:2]1[S:6][C:5]([CH3:7])=[C:4]([CH:8]2[O:12]CCO2)[CH:3]=1.[F:13][C:14]([F:25])([F:24])[C:15]1[CH:20]=[CH:19][C:18](B(O)O)=[CH:17][CH:16]=1.C(=O)([O-])[O-].[Na+].[Na+].P([O-])([O-])([O-])=O.Cl.